Dataset: Catalyst prediction with 721,799 reactions and 888 catalyst types from USPTO. Task: Predict which catalyst facilitates the given reaction. (1) Reactant: C(OC(=O)[NH:7][C:8]1[CH:13]=[CH:12][C:11]([C:14]#[C:15][C:16]2[CH:21]=[CH:20][CH:19]=[CH:18][CH:17]=2)=[CH:10][C:9]=1[NH2:22])(C)(C)C.CC1(C)O[C:29](=[O:31])[CH:28]=[C:27]([C:32]2[CH:37]=[CH:36][CH:35]=[C:34]([O:38][CH3:39])[CH:33]=2)O1.C(O)(C(F)(F)F)=O. Product: [CH3:39][O:38][C:34]1[CH:33]=[C:32]([C:27]2[CH2:28][C:29](=[O:31])[NH:22][C:9]3[CH:10]=[C:11]([C:14]#[C:15][C:16]4[CH:17]=[CH:18][CH:19]=[CH:20][CH:21]=4)[CH:12]=[CH:13][C:8]=3[N:7]=2)[CH:37]=[CH:36][CH:35]=1. The catalyst class is: 2. (2) Reactant: [Br:1][C:2]1[CH:7]=[CH:6][CH:5]=[CH:4][C:3]=1[CH2:8][C:9](=[N:11]O)[CH3:10].CS(Cl)(=O)=O.N12CCCN=C1CCCCC2. Product: [Br:1][C:2]1[CH:7]=[CH:6][CH:5]=[CH:4][C:3]=1[CH:8]1[C:9]([CH3:10])=[N:11]1. The catalyst class is: 1. (3) Reactant: [H-].[Na+].[CH3:3]N(C)C=O.[Cl:8][C:9]1[N:10]=[C:11]([N:18]2[CH2:23][CH2:22][CH2:21][C@@H:20]([NH:24][C:25](=[O:31])[O:26][C:27]([CH3:30])([CH3:29])[CH3:28])[CH2:19]2)[C:12]2[CH2:17][CH2:16][CH2:15][C:13]=2[N:14]=1.CI. Product: [Cl:8][C:9]1[N:10]=[C:11]([N:18]2[CH2:23][CH2:22][CH2:21][C@@H:20]([N:24]([CH3:3])[C:25](=[O:31])[O:26][C:27]([CH3:28])([CH3:30])[CH3:29])[CH2:19]2)[C:12]2[CH2:17][CH2:16][CH2:15][C:13]=2[N:14]=1. The catalyst class is: 6. (4) Product: [CH3:19][O:18][C:15]1[CH:14]=[CH:13][C:12]([N:9]2[C:10]([NH2:11])=[CH:6][CH:7]=[N:8]2)=[CH:17][CH:16]=1. The catalyst class is: 33. Reactant: C(OC([C:6]1[CH:7]=[N:8][N:9]([C:12]2[CH:17]=[CH:16][C:15]([O:18][CH3:19])=[CH:14][CH:13]=2)[C:10]=1[NH2:11])=O)C.[OH-].[Na+]. (5) Reactant: [CH3:1][O:2][C:3]1[CH:4]=[C:5]2[C:10](=[CH:11][C:12]=1[O:13][CH3:14])[N:9]=[CH:8][CH:7]=[C:6]2[O:15][C:16]1[CH:22]=[CH:21][C:19]([NH2:20])=[CH:18][C:17]=1[F:23].C(O)C.[Cl:27][C:28]1[CH:29]=[C:30]([C:34]([N:36]=[C:37]=[S:38])=[O:35])[CH:31]=[CH:32][CH:33]=1. Product: [Cl:27][C:28]1[CH:29]=[C:30]([CH:31]=[CH:32][CH:33]=1)[C:34]([NH:36][C:37]([NH:20][C:19]1[CH:21]=[CH:22][C:16]([O:15][C:6]2[C:5]3[C:10](=[CH:11][C:12]([O:13][CH3:14])=[C:3]([O:2][CH3:1])[CH:4]=3)[N:9]=[CH:8][CH:7]=2)=[C:17]([F:23])[CH:18]=1)=[S:38])=[O:35]. The catalyst class is: 11. (6) Reactant: [C:1]([O:5][C:6](=[O:28])[NH:7][CH:8]1[CH2:12][CH:11]([CH2:13][NH:14][C:15]([O:17][C:18]([CH3:21])([CH3:20])[CH3:19])=[O:16])[N:10](C(=O)C(F)(F)F)[CH2:9]1)([CH3:4])([CH3:3])[CH3:2].O[Li].O.O. Product: [C:1]([O:5][C:6](=[O:28])[NH:7][CH:8]1[CH2:12][CH:11]([CH2:13][NH:14][C:15]([O:17][C:18]([CH3:21])([CH3:20])[CH3:19])=[O:16])[NH:10][CH2:9]1)([CH3:3])([CH3:4])[CH3:2]. The catalyst class is: 12.